From a dataset of Full USPTO retrosynthesis dataset with 1.9M reactions from patents (1976-2016). Predict the reactants needed to synthesize the given product. (1) Given the product [CH3:9][O:10][C:11]([C:13]1[CH:23]=[C:22]([O:24][C:34]2[CH:33]=[CH:32][C:31]([C:29]([N:25]3[CH2:26][CH2:27][CH2:28]3)=[O:30])=[CH:36][CH:35]=2)[C:16]2[CH2:17][C:18]([CH3:21])([CH3:20])[O:19][C:15]=2[CH:14]=1)=[O:12], predict the reactants needed to synthesize it. The reactants are: [O-]P([O-])([O-])=O.[K+].[K+].[K+].[CH3:9][O:10][C:11]([C:13]1[CH:23]=[C:22]([OH:24])[C:16]2[CH2:17][C:18]([CH3:21])([CH3:20])[O:19][C:15]=2[CH:14]=1)=[O:12].[N:25]1([C:29]([C:31]2[CH:36]=[CH:35][C:34](Br)=[CH:33][CH:32]=2)=[O:30])[CH2:28][CH2:27][CH2:26]1. (2) Given the product [F:37][C:31]1[C:32]2[CH:33]=[CH:34][O:35][C:36]=2[C:28]([C:9]2[CH:10]=[CH:11][C:12]([O:13][CH2:14][C:15]3[CH:16]=[C:17]([CH:21]=[CH:22][CH:23]=3)[C:18]([OH:20])=[O:19])=[CH:24][CH:25]=2)=[CH:29][C:30]=1[F:38], predict the reactants needed to synthesize it. The reactants are: CC1(C)C(C)(C)OB([C:9]2[CH:25]=[CH:24][C:12]([O:13][CH2:14][C:15]3[CH:16]=[C:17]([CH:21]=[CH:22][CH:23]=3)[C:18]([OH:20])=[O:19])=[CH:11][CH:10]=2)O1.Br[C:28]1[C:36]2[O:35][CH:34]=[CH:33][C:32]=2[C:31]([F:37])=[C:30]([F:38])[CH:29]=1.C(=O)([O-])[O-].[Na+].[Na+].O1CCOCC1. (3) Given the product [F:67][C:65]1[CH:64]=[C:63]([F:68])[CH:62]=[C:61]2[C:66]=1[C:57]([NH:35][C:36]1[CH:41]=[C:40]([N:42]3[CH2:47][CH2:46][O:45][CH2:44][CH2:43]3)[N:39]=[CH:38][C:37]=1[C:48]1[CH:49]=[C:50]([CH:53]=[CH:54][CH:55]=1)[C:51]#[N:52])=[C:58]([CH3:75])[C:59]([N:69]1[CH2:73][CH2:72][CH2:71][C:70]1=[O:74])=[N:60]2, predict the reactants needed to synthesize it. The reactants are: C1(P(C2CCCCC2)C2C=CC=CC=2C2C(C(C)C)=CC(C(C)C)=CC=2C(C)C)CCCCC1.[NH2:35][C:36]1[CH:41]=[C:40]([N:42]2[CH2:47][CH2:46][O:45][CH2:44][CH2:43]2)[N:39]=[CH:38][C:37]=1[C:48]1[CH:49]=[C:50]([CH:53]=[CH:54][CH:55]=1)[C:51]#[N:52].Cl[C:57]1[C:66]2[C:61](=[CH:62][C:63]([F:68])=[CH:64][C:65]=2[F:67])[N:60]=[C:59]([N:69]2[CH2:73][CH2:72][CH2:71][C:70]2=[O:74])[C:58]=1[CH3:75].CC(C)([O-])C.[Na+].